This data is from Forward reaction prediction with 1.9M reactions from USPTO patents (1976-2016). The task is: Predict the product of the given reaction. (1) Given the reactants [NH2:1][C:2]1[N:7]=[C:6]([N:8]2[CH2:32][CH2:31][C:11]3([CH2:15][N:14]([C:16]([O:18][CH2:19][C:20]4[CH:25]=[CH:24][CH:23]=[CH:22][CH:21]=4)=[O:17])[C@H:13]([C:26]([O:28][CH2:29][CH3:30])=[O:27])[CH2:12]3)[CH2:10][CH2:9]2)[CH:5]=[C:4]([O:33][C@H:34]([C:39]2[CH:44]=[CH:43][C:42](Br)=[CH:41][C:40]=2[N:46]2[CH:50]=[CH:49][C:48]([CH3:51])=[N:47]2)[C:35]([F:38])([F:37])[F:36])[N:3]=1.[OH:52][CH2:53][C:54]1[CH:55]=[C:56](B(O)O)[CH:57]=[CH:58][C:59]=1[CH3:60].C([O-])([O-])=O.[Cs+].[Cs+], predict the reaction product. The product is: [NH2:1][C:2]1[N:7]=[C:6]([N:8]2[CH2:32][CH2:31][C:11]3([CH2:15][N:14]([C:16]([O:18][CH2:19][C:20]4[CH:25]=[CH:24][CH:23]=[CH:22][CH:21]=4)=[O:17])[C@H:13]([C:26]([O:28][CH2:29][CH3:30])=[O:27])[CH2:12]3)[CH2:10][CH2:9]2)[CH:5]=[C:4]([O:33][C@H:34]([C:39]2[CH:44]=[CH:43][C:42]([C:56]3[CH:57]=[CH:58][C:59]([CH3:60])=[C:54]([CH2:53][OH:52])[CH:55]=3)=[CH:41][C:40]=2[N:46]2[CH:50]=[CH:49][C:48]([CH3:51])=[N:47]2)[C:35]([F:38])([F:37])[F:36])[N:3]=1. (2) Given the reactants [NH2:1][C:2]1[CH:3]=[C:4]([CH:35]=[CH:36][CH:37]=1)[O:5][C:6]1[N:7]=[C:8]([NH:17][C:18]2[CH:23]=[CH:22][C:21]([N:24]3[CH2:33][CH2:32][C:27]4(OCC[O:28]4)[CH2:26][CH2:25]3)=[C:20]([CH3:34])[CH:19]=2)[C:9]([C:14]([NH2:16])=[O:15])=[N:10][C:11]=1[CH2:12][CH3:13].Cl.C(O)(=O)C.N, predict the reaction product. The product is: [NH2:1][C:2]1[CH:3]=[C:4]([CH:35]=[CH:36][CH:37]=1)[O:5][C:6]1[N:7]=[C:8]([NH:17][C:18]2[CH:23]=[CH:22][C:21]([N:24]3[CH2:25][CH2:26][C:27](=[O:28])[CH2:32][CH2:33]3)=[C:20]([CH3:34])[CH:19]=2)[C:9]([C:14]([NH2:16])=[O:15])=[N:10][C:11]=1[CH2:12][CH3:13]. (3) Given the reactants COC(=O)C1C=CC(CBr)=C(F)C=1F.BrC1C=CC(/C=C/C2NC=C(C3C=CC(Cl)=CC=3Cl)N=2)=CC=1.[CH3:37][O:38][C:39](=[O:71])[C:40]1[CH:45]=[CH:44][C:43]([CH2:46][N:47]2[CH:51]=[C:50]([C:52]3[CH:57]=[CH:56][C:55]([Cl:58])=[CH:54][C:53]=3[Cl:59])[N:49]=[C:48]2/[CH:60]=[CH:61]/[C:62]2[CH:67]=[CH:66][C:65](Br)=[CH:64][CH:63]=2)=[C:42]([F:69])[C:41]=1[F:70].[C:72]([NH:79][C:80]1[CH:85]=[CH:84][C:83](B(O)O)=[CH:82][C:81]=1[O:89][CH3:90])([O:74][C:75]([CH3:78])([CH3:77])[CH3:76])=[O:73], predict the reaction product. The product is: [CH3:37][O:38][C:39](=[O:71])[C:40]1[CH:45]=[CH:44][C:43]([CH2:46][N:47]2[CH:51]=[C:50]([C:52]3[CH:57]=[CH:56][C:55]([Cl:58])=[CH:54][C:53]=3[Cl:59])[N:49]=[C:48]2/[CH:60]=[CH:61]/[C:62]2[CH:67]=[CH:66][C:65]([C:83]3[CH:84]=[CH:85][C:80]([NH:79][C:72]([O:74][C:75]([CH3:76])([CH3:77])[CH3:78])=[O:73])=[C:81]([O:89][CH3:90])[CH:82]=3)=[CH:64][CH:63]=2)=[C:42]([F:69])[C:41]=1[F:70]. (4) Given the reactants [Br:1][C:2]1[C:10]2[C:5](=[C:6]([C@H:12]([O:14][CH2:15][C:16]3([C:22]4[CH:27]=[CH:26][C:25]([F:28])=[CH:24][CH:23]=4)[CH2:21][CH2:20][NH:19][CH2:18][CH2:17]3)[CH3:13])[CH:7]=[C:8]([Br:11])[CH:9]=2)[NH:4][N:3]=1.C=O.[C:31]([BH3-])#N.[Na+].O, predict the reaction product. The product is: [Br:1][C:2]1[C:10]2[C:5](=[C:6]([C@H:12]([O:14][CH2:15][C:16]3([C:22]4[CH:23]=[CH:24][C:25]([F:28])=[CH:26][CH:27]=4)[CH2:21][CH2:20][N:19]([CH3:31])[CH2:18][CH2:17]3)[CH3:13])[CH:7]=[C:8]([Br:11])[CH:9]=2)[NH:4][N:3]=1. (5) Given the reactants [H-].[Na+].[CH3:3][N:4]([CH3:19])[S:5]([N:8]1[CH:12]=[CH:11][N:10]=[C:9]1[N:13]1[CH2:18][CH2:17][NH:16][CH2:15][CH2:14]1)(=[O:7])=[O:6].I[CH2:21][CH3:22].O, predict the reaction product. The product is: [CH2:21]([N:16]1[CH2:17][CH2:18][N:13]([C:9]2[N:8]([S:5]([N:4]([CH3:19])[CH3:3])(=[O:7])=[O:6])[CH:12]=[CH:11][N:10]=2)[CH2:14][CH2:15]1)[CH3:22]. (6) Given the reactants Cl[S:2]([C:5]1[CH:6]=[C:7]([CH:17]=[CH:18][CH:19]=1)[C:8]([O:10][CH2:11][CH2:12][Si:13]([CH3:16])([CH3:15])[CH3:14])=[O:9])(=[O:4])=[O:3].[CH:20]1([NH2:23])[CH2:22][CH2:21]1, predict the reaction product. The product is: [CH:20]1([NH:23][S:2]([C:5]2[CH:6]=[C:7]([CH:17]=[CH:18][CH:19]=2)[C:8]([O:10][CH2:11][CH2:12][Si:13]([CH3:16])([CH3:15])[CH3:14])=[O:9])(=[O:4])=[O:3])[CH2:22][CH2:21]1. (7) Given the reactants Cl[C:2]1[CH:7]=[C:6]([NH2:8])[CH:5]=[CH:4][N:3]=1.[N-:9]=[N+:10]=[N-:11].[Na+].[NH4+].[Cl-], predict the reaction product. The product is: [N:9]([C:2]1[CH:7]=[C:6]([NH2:8])[CH:5]=[CH:4][N:3]=1)=[N+:10]=[N-:11].